This data is from Forward reaction prediction with 1.9M reactions from USPTO patents (1976-2016). The task is: Predict the product of the given reaction. (1) The product is: [Cl:1][C:2]1[CH:3]=[C:4]([C:28]2[CH:27]=[CH:26][CH:25]=[C:24]([O:23][CH3:22])[CH:29]=2)[C:5]2[O:10][CH:9]([C:11]([F:14])([F:13])[F:12])[C:8]([C:15]([O:17][CH2:18][CH3:19])=[O:16])=[CH:7][C:6]=2[CH:20]=1. Given the reactants [Cl:1][C:2]1[CH:3]=[C:4](I)[C:5]2[O:10][CH:9]([C:11]([F:14])([F:13])[F:12])[C:8]([C:15]([O:17][CH2:18][CH3:19])=[O:16])=[CH:7][C:6]=2[CH:20]=1.[CH3:22][O:23][C:24]1[CH:25]=[C:26](B(O)O)[CH:27]=[CH:28][CH:29]=1.C1(P(C2C=CC=CC=2)C2C=CC=CC=2)C=CC=CC=1.C(=O)([O-])[O-].[Na+].[Na+], predict the reaction product. (2) Given the reactants Br[C:2]1[CH:10]=[C:9]2[C:5]([C:6]([CH3:16])([CH3:15])[C:7](=[O:14])[N:8]2[CH:11]([CH3:13])[CH3:12])=[CH:4][CH:3]=1.C1C=CC(P(C2C(C3C(P(C4C=CC=CC=4)C4C=CC=CC=4)=CC=C4C=3C=CC=C4)=C3C(C=CC=C3)=CC=2)C2C=CC=CC=2)=CC=1.CC(C)([O-])C.[Na+].[CH2:69]([NH2:76])[C:70]1[CH:75]=[CH:74][CH:73]=[CH:72][CH:71]=1.C([O-])([O-])=O.[Na+].[Na+], predict the reaction product. The product is: [CH2:69]([NH:76][C:2]1[CH:10]=[C:9]2[C:5]([C:6]([CH3:16])([CH3:15])[C:7](=[O:14])[N:8]2[CH:11]([CH3:13])[CH3:12])=[CH:4][CH:3]=1)[C:70]1[CH:75]=[CH:74][CH:73]=[CH:72][CH:71]=1. (3) Given the reactants C1(P(C2C=CC=CC=2)C2C=CC=CC=2)C=CC=CC=1.Br[C:21]1[CH:22]=[C:23]2[C:27](=[CH:28][CH:29]=1)[C:26](=[O:30])[CH2:25][CH2:24]2.[C:31]1([C:37]2[N:38]([CH2:61][O:62][CH2:63][CH2:64][Si:65]([CH3:68])([CH3:67])[CH3:66])[C:39]([Sn](CCCC)(CCCC)CCCC)=[C:40]([C:42]3[CH:47]=[CH:46][N:45]=[CH:44][CH:43]=3)[N:41]=2)[CH:36]=[CH:35][CH:34]=[CH:33][CH:32]=1, predict the reaction product. The product is: [C:31]1([CH:37]2[N:38]([CH2:61][O:62][CH2:63][CH2:64][Si:65]([CH3:68])([CH3:67])[CH3:66])[C:39]([C:21]3[CH:22]=[C:23]4[C:27](=[CH:28][CH:29]=3)[C:26](=[O:30])[CH2:25][CH2:24]4)=[C:40]([C:42]3[CH:43]=[CH:44][N:45]=[CH:46][CH:47]=3)[NH:41]2)[CH:32]=[CH:33][CH:34]=[CH:35][CH:36]=1. (4) Given the reactants [F:1][C:2]([F:17])([F:16])[C:3]1[CH:7]=[CH:6][N:5]([C:8]2[N:13]=[CH:12][C:11]([CH:14]=O)=[CH:10][CH:9]=2)[N:4]=1.C([O-])(=O)C.[NH4+].[N+:23]([CH2:26][CH3:27])([O-:25])=[O:24], predict the reaction product. The product is: [N+:23]([C:26]([CH3:27])=[CH:14][C:11]1[CH:10]=[CH:9][C:8]([N:5]2[CH:6]=[CH:7][C:3]([C:2]([F:17])([F:16])[F:1])=[N:4]2)=[N:13][CH:12]=1)([O-:25])=[O:24]. (5) The product is: [CH3:26][C:2]1([CH3:1])[CH2:11][CH2:10][C:9]([OH:12])([C:29]([O:31][CH2:32][CH2:33][CH3:34])=[O:30])[C:8]2[CH:7]=[C:6](/[CH:13]=[CH:14]/[C:15]3[CH:16]=[CH:17][C:18]([C:19]([O:21][CH2:22][CH3:23])=[O:20])=[CH:24][CH:25]=3)[CH:5]=[CH:4][C:3]1=2. Given the reactants [CH3:1][C:2]1([CH3:26])[CH2:11][CH2:10][C:9](=[O:12])[C:8]2[CH:7]=[C:6](/[CH:13]=[CH:14]/[C:15]3[CH:25]=[CH:24][C:18]([C:19]([O:21][CH2:22][CH3:23])=[O:20])=[CH:17][CH:16]=3)[CH:5]=[CH:4][C:3]1=2.BrC[C:29]([O:31][CH2:32][CH3:33])=[O:30].[CH:34]1C=CC=CC=1, predict the reaction product. (6) Given the reactants Cl.[NH2:2][C@H:3]1[CH2:7][CH2:6][CH2:5][C@@H:4]1[NH:8][C:9](=[O:17])[C:10]1[CH:15]=[CH:14][CH:13]=[CH:12][C:11]=1[Cl:16].Cl[C:19]1[CH:24]=[CH:23][C:22]([C:25]([F:28])([F:27])[F:26])=[CH:21][N:20]=1.CCN(C(C)C)C(C)C, predict the reaction product. The product is: [Cl:16][C:11]1[CH:12]=[CH:13][CH:14]=[CH:15][C:10]=1[C:9]([NH:8][C@H:4]1[CH2:5][CH2:6][CH2:7][C@@H:3]1[NH:2][C:19]1[CH:24]=[CH:23][C:22]([C:25]([F:28])([F:27])[F:26])=[CH:21][N:20]=1)=[O:17].